From a dataset of Retrosynthesis with 50K atom-mapped reactions and 10 reaction types from USPTO. Predict the reactants needed to synthesize the given product. (1) Given the product COC(=O)c1ccc(CO)cc1SCc1ccccc1, predict the reactants needed to synthesize it. The reactants are: COC(=O)c1ccc(C(=O)O)cc1SCc1ccccc1. (2) Given the product OCc1ccc(Br)nc1, predict the reactants needed to synthesize it. The reactants are: O=Cc1ccc(Br)nc1. (3) The reactants are: CC#CCOc1cc(Cl)ncn1.CCNC(C)C. Given the product CC#CCOc1cc(N(CC)C(C)C)ncn1, predict the reactants needed to synthesize it. (4) The reactants are: COC(=O)[C@@H](NC(=O)c1cc2ccccc2cc1NC(=O)OC(C)(C)C)C1CCCCC1. Given the product COC(=O)[C@@H](NC(=O)c1cc2ccccc2cc1N)C1CCCCC1, predict the reactants needed to synthesize it. (5) Given the product C[SiH](C)OC(CCc1cc2c(cc1C=O)C(C)(C)CCC2(C)C)C(C)(C)C, predict the reactants needed to synthesize it. The reactants are: C[SiH](C)OC(CCc1cc2c(cc1Br)C(C)(C)CCC2(C)C)C(C)(C)C.O=CN1CCCCC1. (6) Given the product CCOc1ccc(O)cc1C#N, predict the reactants needed to synthesize it. The reactants are: CCOc1ccc(OCc2ccccc2)cc1C#N. (7) Given the product COC(=O)c1cccc2[nH]c(-c3ccc(OC)cc3)nc12, predict the reactants needed to synthesize it. The reactants are: COC(=O)c1cccc(N)c1N.COc1ccc(C(=O)O)cc1. (8) Given the product C=C(c1ccc(NC(=O)OC(C)(C)C)cc1)C(F)(F)F, predict the reactants needed to synthesize it. The reactants are: C=C(B1OC(C)CC(C)(C)O1)C(F)(F)F.CC(C)(C)OC(=O)Nc1ccc(Br)cc1.